The task is: Predict the reactants needed to synthesize the given product.. This data is from Full USPTO retrosynthesis dataset with 1.9M reactions from patents (1976-2016). (1) Given the product [CH3:1][CH:2]1[C:13]2[C:14]3[C:6](=[CH:7][N:8]([S:23]([C:26]4[CH:31]=[CH:30][CH:29]=[CH:28][CH:27]=4)(=[O:25])=[O:24])[C:9]=3[CH:10]=[CH:11][CH:12]=2)[CH2:5][CH2:4][NH:3]1, predict the reactants needed to synthesize it. The reactants are: [CH3:1][CH:2]1[C:13]2[C:14]3[C:6](=[CH:7][N:8]([S:23]([C:26]4[CH:31]=[CH:30][CH:29]=[CH:28][CH:27]=4)(=[O:25])=[O:24])[C:9]=3[CH:10]=[CH:11][C:12]=2OS(C(F)(F)F)(=O)=O)[CH2:5][CH2:4][N:3]1C(OC(C)(C)C)=O.N#N.C([O-])=O.[NH4+]. (2) Given the product [F:1][C:2]1[CH:7]=[CH:6][C:5]([F:8])=[CH:4][C:3]=1[O:9][CH2:11][CH2:12][CH2:13][CH2:14][CH2:15][CH3:16], predict the reactants needed to synthesize it. The reactants are: [F:1][C:2]1[CH:7]=[CH:6][C:5]([F:8])=[CH:4][C:3]=1[OH:9].Br[CH2:11][CH2:12][CH2:13][CH2:14][CH2:15][CH3:16].C(=O)([O-])[O-].[K+].[K+]. (3) Given the product [N:11]1([C:9](=[O:10])[CH2:8][C:5]2[CH:6]=[CH:7][C:2]([B:20]3[O:21][C:22]([CH3:24])([CH3:23])[C:18]([CH3:34])([CH3:17])[O:19]3)=[CH:3][CH:4]=2)[CH2:16][CH2:15][O:14][CH2:13][CH2:12]1, predict the reactants needed to synthesize it. The reactants are: I[C:2]1[CH:7]=[CH:6][C:5]([CH2:8][C:9]([N:11]2[CH2:16][CH2:15][O:14][CH2:13][CH2:12]2)=[O:10])=[CH:4][CH:3]=1.[CH3:17][C:18]1([CH3:34])[C:22]([CH3:24])([CH3:23])[O:21][B:20]([B:20]2[O:21][C:22]([CH3:24])([CH3:23])[C:18]([CH3:34])([CH3:17])[O:19]2)[O:19]1.CC([O-])=O.[K+].C(Cl)Cl.N#N. (4) Given the product [CH3:15][O:14][C:9]1[CH:10]=[CH:11][CH:12]=[CH:13][C:8]=1[C:6]1[N:7]=[C:2]([N:23]2[CH2:22][CH2:21][N:20]([C:26]([O:28][CH2:29][CH:30]([CH3:32])[CH3:31])=[O:27])[CH2:25][CH2:24]2)[C:3]2[C:18]([CH3:19])=[CH:17][S:16][C:4]=2[N:5]=1, predict the reactants needed to synthesize it. The reactants are: Cl[C:2]1[C:3]2[C:18]([CH3:19])=[CH:17][S:16][C:4]=2[N:5]=[C:6]([C:8]2[CH:13]=[CH:12][CH:11]=[CH:10][C:9]=2[O:14][CH3:15])[N:7]=1.[N:20]1([C:26]([O:28][CH2:29][CH:30]([CH3:32])[CH3:31])=[O:27])[CH2:25][CH2:24][NH:23][CH2:22][CH2:21]1.CCN(CC)CC. (5) Given the product [O:13]1[CH:14]=[CH:15][CH:16]=[C:12]1[C:7]1[CH:6]=[C:5]([C:17]([NH:19][C:20]2[CH:21]=[N:22][CH:23]=[CH:24][CH:25]=2)=[O:18])[C:4]2[C:9](=[CH:10][CH:11]=[C:2]([NH:26][C:27]3[CH:32]=[CH:31][CH:30]=[CH:29][N:28]=3)[CH:3]=2)[N:8]=1, predict the reactants needed to synthesize it. The reactants are: Br[C:2]1[CH:3]=[C:4]2[C:9](=[CH:10][CH:11]=1)[N:8]=[C:7]([C:12]1[O:13][CH:14]=[CH:15][CH:16]=1)[CH:6]=[C:5]2[C:17]([NH:19][C:20]1[CH:21]=[N:22][CH:23]=[CH:24][CH:25]=1)=[O:18].[NH2:26][C:27]1[CH:32]=[CH:31][CH:30]=[CH:29][N:28]=1. (6) Given the product [CH3:13][C:14]1[C:18]([C:2]2[CH:11]=[CH:10][C:5]([C:6]([OH:8])=[O:7])=[CH:4][C:3]=2[CH3:12])=[C:17]([CH3:28])[O:16][N:15]=1, predict the reactants needed to synthesize it. The reactants are: Br[C:2]1[CH:11]=[CH:10][C:5]([C:6]([O:8]C)=[O:7])=[CH:4][C:3]=1[CH3:12].[CH3:13][C:14]1[C:18](B2OC(C)(C)C(C)(C)O2)=[C:17]([CH3:28])[O:16][N:15]=1.C(=O)([O-])[O-].[K+].[K+].[OH-].[Na+].